Dataset: Reaction yield outcomes from USPTO patents with 853,638 reactions. Task: Predict the reaction yield, written as a fraction of the theoretical maximum amount of product (1.0 means a 100% yield; for example, 0.34 means a 34% yield). (1) The reactants are [CH:1]1([CH2:7][CH2:8][CH2:9][C@@H:10]([C:19]2[O:23][N:22]=[C:21]([CH2:24]OS(C3C=CC(C)=CC=3)(=O)=O)[N:20]=2)[CH2:11][C:12]([O:14][C:15]([CH3:18])([CH3:17])[CH3:16])=[O:13])[CH2:6][CH2:5][CH2:4][CH2:3][CH2:2]1.[CH3:36][NH2:37]. The catalyst is C1COCC1.CCOC(C)=O. The product is [CH:1]1([CH2:7][CH2:8][CH2:9][C@@H:10]([C:19]2[O:23][N:22]=[C:21]([CH2:24][NH:37][CH3:36])[N:20]=2)[CH2:11][C:12]([O:14][C:15]([CH3:18])([CH3:17])[CH3:16])=[O:13])[CH2:6][CH2:5][CH2:4][CH2:3][CH2:2]1. The yield is 0.950. (2) The reactants are [Cl:1][C:2]1[C:11]2[N:10]=[C:9]([C:12]3[N:13]([C:21]4[C:26]([Cl:27])=[CH:25][CH:24]=[CH:23][N:22]=4)[N:14]=[C:15]([C:17]([F:20])([F:19])[F:18])[CH:16]=3)[O:8][C:7](=[O:28])[C:6]=2[CH:5]=[C:4]2[NH:29][CH:30]=[N:31][C:3]=12.[CH3:32][NH2:33]. The yield is 0.260. No catalyst specified. The product is [CH3:32][NH:33][C:7]([C:6]1[C:11]([NH:10][C:9]([C:12]2[N:13]([C:21]3[C:26]([Cl:27])=[CH:25][CH:24]=[CH:23][N:22]=3)[N:14]=[C:15]([C:17]([F:18])([F:20])[F:19])[CH:16]=2)=[O:8])=[C:2]([Cl:1])[C:3]2[N:31]=[CH:30][NH:29][C:4]=2[CH:5]=1)=[O:28]. (3) The reactants are [Br:1][C:2]1[CH:7]=[CH:6][C:5]([SH:8])=[CH:4][CH:3]=1.CS(O[CH:14]1[CH2:19][C:18]([CH3:21])([CH3:20])[N:17]([CH3:22])[C:16]([CH3:24])([CH3:23])[CH2:15]1)(=O)=O.C(=O)([O-])[O-].[Cs+].[Cs+]. The catalyst is CN(C=O)C. The product is [Br:1][C:2]1[CH:7]=[CH:6][C:5]([S:8][CH:14]2[CH2:15][C:16]([CH3:23])([CH3:24])[N:17]([CH3:22])[C:18]([CH3:21])([CH3:20])[CH2:19]2)=[CH:4][CH:3]=1. The yield is 0.280.